From a dataset of HIV replication inhibition screening data with 41,000+ compounds from the AIDS Antiviral Screen. Binary Classification. Given a drug SMILES string, predict its activity (active/inactive) in a high-throughput screening assay against a specified biological target. (1) The compound is COc1ccccc1OC(=O)C=Cc1ccccc1. The result is 0 (inactive). (2) The molecule is CCC(=O)NC(Nc1ccccc1F)(C(F)(F)F)C(F)(F)F. The result is 0 (inactive). (3) The compound is COCc1cc(=O)oc2c3c(c4c(c12)OC(C)(C)CC4)OC(C)C(C)C3O. The result is 1 (active).